Dataset: Reaction yield outcomes from USPTO patents with 853,638 reactions. Task: Predict the reaction yield, written as a fraction of the theoretical maximum amount of product (1.0 means a 100% yield; for example, 0.34 means a 34% yield). (1) The reactants are [OH:1][C@@H:2]([C:28]1[CH:32]=[CH:31][S:30][CH:29]=1)[CH2:3][N:4]([CH2:17][C@H:18]([NH:20]C(=O)OC(C)(C)C)[CH3:19])[S:5]([C:8]1[CH:13]=[CH:12][CH:11]=[CH:10][C:9]=1[N+:14]([O-:16])=[O:15])(=[O:7])=[O:6].FC(F)(F)C(O)=O. The catalyst is ClCCl. The product is [NH2:20][C@H:18]([CH3:19])[CH2:17][N:4]([CH2:3][C@@H:2]([OH:1])[C:28]1[CH:32]=[CH:31][S:30][CH:29]=1)[S:5]([C:8]1[CH:13]=[CH:12][CH:11]=[CH:10][C:9]=1[N+:14]([O-:16])=[O:15])(=[O:6])=[O:7]. The yield is 0.710. (2) The product is [N:1]1([C:6]([C:8]2[CH:9]=[C:10]([NH:11][C:23]3[C:32]4[C:27](=[CH:28][C:29]([Cl:33])=[CH:30][CH:31]=4)[N:26]=[CH:25][CH:24]=3)[CH:12]=[C:13]([C:15]([N:17]3[CH2:18][CH2:19][CH2:20][CH2:21]3)=[O:16])[CH:14]=2)=[O:7])[CH2:5][CH2:4][CH2:3][CH2:2]1. The reactants are [N:1]1([C:6]([C:8]2[CH:9]=[C:10]([CH:12]=[C:13]([C:15]([N:17]3[CH2:21][CH2:20][CH2:19][CH2:18]3)=[O:16])[CH:14]=2)[NH2:11])=[O:7])[CH2:5][CH2:4][CH2:3][CH2:2]1.Cl[C:23]1[C:32]2[C:27](=[CH:28][C:29]([Cl:33])=[CH:30][CH:31]=2)[N:26]=[CH:25][CH:24]=1.Cl. The yield is 0.780. The catalyst is C(O)C.